Dataset: Peptide-MHC class I binding affinity with 185,985 pairs from IEDB/IMGT. Task: Regression. Given a peptide amino acid sequence and an MHC pseudo amino acid sequence, predict their binding affinity value. This is MHC class I binding data. The peptide sequence is KMSPGYVLGI. The MHC is HLA-A02:03 with pseudo-sequence HLA-A02:03. The binding affinity (normalized) is 0.748.